From a dataset of Catalyst prediction with 721,799 reactions and 888 catalyst types from USPTO. Predict which catalyst facilitates the given reaction. Reactant: [C:1]([C:3]1[CH:4]=[C:5]([CH:9]=[CH:10][C:11]=1[O:12][CH:13]([CH3:15])[CH3:14])[C:6]([OH:8])=O)#[N:2].C(Cl)(=O)C(Cl)=O.[CH2:22]([CH2:24][NH2:25])[OH:23]. Product: [C:1]([C:3]1[CH:4]=[C:5]([CH:9]=[CH:10][C:11]=1[O:12][CH:13]([CH3:15])[CH3:14])[C:6]([NH:25][CH2:24][CH2:22][OH:23])=[O:8])#[N:2]. The catalyst class is: 59.